From a dataset of Reaction yield outcomes from USPTO patents with 853,638 reactions. Predict the reaction yield, written as a fraction of the theoretical maximum amount of product (1.0 means a 100% yield; for example, 0.34 means a 34% yield). (1) The reactants are [N:1]1([C@:4]23[CH2:40][CH2:39][C@@H:38]([C:41]([CH3:43])=[CH2:42])[C@@H:5]2[C@@H:6]2[C@@:19]([CH3:22])([CH2:20][CH2:21]3)[C@@:18]3([CH3:23])[C@@H:9]([C@:10]4([CH3:37])[C@@H:15]([CH2:16][CH2:17]3)[C:14]([CH3:25])([CH3:24])[C:13]([C:26]3[CH2:31][CH2:30][CH:29]([C:32]([O:34][CH2:35][CH3:36])=[O:33])[CH2:28][CH:27]=3)=[CH:12][CH2:11]4)[CH2:8][CH2:7]2)[CH2:3][CH2:2]1.CCN(C(C)C)C(C)C.[CH3:53][S:54]([CH:57]1[CH2:62][CH2:61][NH:60][CH2:59][CH2:58]1)(=[O:56])=[O:55]. The catalyst is O1CCOCC1. The product is [CH3:22][C@:19]12[C@@:18]3([CH3:23])[C@@H:9]([C@:10]4([CH3:37])[C@@H:15]([CH2:16][CH2:17]3)[C:14]([CH3:24])([CH3:25])[C:13]([C:26]3[CH2:31][CH2:30][CH:29]([C:32]([O:34][CH2:35][CH3:36])=[O:33])[CH2:28][CH:27]=3)=[CH:12][CH2:11]4)[CH2:8][CH2:7][C@@H:6]1[C@H:5]1[C@H:38]([C:41]([CH3:43])=[CH2:42])[CH2:39][CH2:40][C@:4]1([NH:1][CH2:2][CH2:3][N:60]1[CH2:61][CH2:62][CH:57]([S:54]([CH3:53])(=[O:56])=[O:55])[CH2:58][CH2:59]1)[CH2:21][CH2:20]2. The yield is 0.512. (2) The reactants are [Si:1]([O:8][CH2:9][C:10]1[O:14][CH:13]=[C:12]([CH:15]=O)[CH:11]=1)([C:4]([CH3:7])([CH3:6])[CH3:5])([CH3:3])[CH3:2].Cl.NO.C([N:22](CC)CC)C.C1(N=C=NC2CCCCC2)CCCCC1. The catalyst is ClCCl.CCCCCC. The product is [Si:1]([O:8][CH2:9][C:10]1[O:14][CH:13]=[C:12]([C:15]#[N:22])[CH:11]=1)([C:4]([CH3:7])([CH3:6])[CH3:5])([CH3:3])[CH3:2]. The yield is 0.570. (3) The catalyst is O1CCCC1. The yield is 0.876. The product is [OH:7][CH2:6][C:8]1[S:12][C:11]([CH2:13][CH2:14][C:15]2[N:16]=[C:17]([NH:20][C:21](=[O:23])[CH3:22])[S:18][CH:19]=2)=[CH:10][CH:9]=1. The reactants are N1([C:6]([C:8]2[S:12][C:11]([CH2:13][CH2:14][C:15]3[N:16]=[C:17]([NH:20][C:21](=[O:23])[CH3:22])[S:18][CH:19]=3)=[CH:10][CH:9]=2)=[O:7])C=CN=C1.O.[BH4-].[Na+]. (4) The reactants are C(OC(=O)[NH:7][CH2:8][C:9](=[O:37])[NH:10][C:11]1[CH:16]=[CH:15][C:14]([C:17]2[N:18]([C:22]3[C:29]4[S:28][C:27]([NH:30][C:31]([CH:33]5[CH2:35][CH2:34]5)=[O:32])=[N:26][C:25]=4[NH:24][N:23]=3)[CH:19]=[N:20][CH:21]=2)=[C:13]([Cl:36])[CH:12]=1)(C)(C)C.[ClH:39]. The catalyst is O1CCOCC1. The product is [ClH:36].[ClH:39].[NH2:7][CH2:8][C:9]([NH:10][C:11]1[CH:16]=[CH:15][C:14]([C:17]2[N:18]([C:22]3[C:29]4[S:28][C:27]([NH:30][C:31]([CH:33]5[CH2:34][CH2:35]5)=[O:32])=[N:26][C:25]=4[NH:24][N:23]=3)[CH:19]=[N:20][CH:21]=2)=[C:13]([Cl:36])[CH:12]=1)=[O:37]. The yield is 0.660. (5) The reactants are [NH2:1][C:2]1[N:3]=[C:4]2[CH:9]=[CH:8][C:7]([O:10][C:11]3[CH:12]=[C:13]([NH:17][C:18](=[O:30])[C:19]4[CH:24]=[CH:23][CH:22]=[C:21]([C:25]5([C:28]#[N:29])[CH2:27][CH2:26]5)[CH:20]=4)[CH:14]=[CH:15][CH:16]=3)=[N:6][N:5]2[CH:31]=1.[O:32]1[CH:36]=[CH:35][C:34]([C:37](O)=[O:38])=[CH:33]1.C(Cl)(=O)C(Cl)=O.O1CCCC1. The catalyst is CN(C)C=O.CN1CCCC1=O. The product is [C:28]([C:25]1([C:21]2[CH:20]=[C:19]([CH:24]=[CH:23][CH:22]=2)[C:18]([NH:17][C:13]2[CH:12]=[C:11]([CH:16]=[CH:15][CH:14]=2)[O:10][C:7]2[CH:8]=[CH:9][C:4]3[N:5]([CH:31]=[C:2]([NH:1][C:37]([C:34]4[CH:35]=[CH:36][O:32][CH:33]=4)=[O:38])[N:3]=3)[N:6]=2)=[O:30])[CH2:27][CH2:26]1)#[N:29]. The yield is 0.510. (6) The reactants are [C:1]([NH:4][S:5]([C:8]1[CH:13]=[CH:12][CH:11]=[CH:10][C:9]=1[C:14]1[CH:19]=[CH:18][C:17]([CH2:20][N:21]2[C:25]([CH2:26][CH2:27][CH3:28])=[CH:24][C:23](C(O)=O)=[N:22]2)=[CH:16][CH:15]=1)(=[O:7])=[O:6])(=[O:3])[CH3:2].CN([C:35]([O:39]N1N=NC2C=CC=NC1=2)=[N+](C)C)C.F[P-](F)(F)(F)(F)F.CCN(C(C)C)C(C)C.CN(C=O)C.[NH2:70][C@H:71]([CH2:77][C:78]1[CH:83]=[CH:82][CH:81]=[CH:80][CH:79]=1)[C@@H:72]([OH:76])[C:73]([OH:75])=[O:74]. No catalyst specified. The product is [C:1]([NH:4][S:5]([C:8]1[CH:13]=[CH:12][CH:11]=[CH:10][C:9]=1[C:14]1[CH:19]=[CH:18][C:17]([CH2:20][N:21]2[C:25]([CH2:26][CH2:27][CH3:28])=[CH:24][C:23]([C:35]([NH:70][C@H:71]([CH2:77][C:78]3[CH:83]=[CH:82][CH:81]=[CH:80][CH:79]=3)[C@@H:72]([OH:76])[C:73]([OH:75])=[O:74])=[O:39])=[N:22]2)=[CH:16][CH:15]=1)(=[O:6])=[O:7])(=[O:3])[CH3:2]. The yield is 0.970. (7) The reactants are Cl.[C:2]([C@H:5]1[O:10][CH2:9][C@H:8]([NH:11][C:12]([C@@H:14]2[NH:28][C:27]3([CH2:33][CH2:32][C:31]([CH3:35])([CH3:34])[CH2:30][CH2:29]3)[C@:16]3([C:24]4[C:19](=[CH:20][C:21]([Cl:25])=[CH:22][CH:23]=4)[NH:18][C:17]3=[O:26])[C@H:15]2[C:36]2[CH:41]=[CH:40][N:39]=[C:38]([Cl:42])[C:37]=2[F:43])=[O:13])[CH2:7][CH2:6]1)(=[O:4])[NH2:3]. The catalyst is CC(O)C. The product is [OH2:4].[ClH:25].[C:2]([C@H:5]1[O:10][CH2:9][C@H:8]([NH:11][C:12]([C@@H:14]2[NH:28][C:27]3([CH2:29][CH2:30][C:31]([CH3:35])([CH3:34])[CH2:32][CH2:33]3)[C@:16]3([C:24]4[C:19](=[CH:20][C:21]([Cl:25])=[CH:22][CH:23]=4)[NH:18][C:17]3=[O:26])[C@H:15]2[C:36]2[CH:41]=[CH:40][N:39]=[C:38]([Cl:42])[C:37]=2[F:43])=[O:13])[CH2:7][CH2:6]1)(=[O:4])[NH2:3].[CH3:2][CH:5]([OH:10])[CH3:6]. The yield is 0.850.